From a dataset of Experimentally validated miRNA-target interactions with 360,000+ pairs, plus equal number of negative samples. Binary Classification. Given a miRNA mature sequence and a target amino acid sequence, predict their likelihood of interaction. (1) The miRNA is hsa-miR-4688 with sequence UAGGGGCAGCAGAGGACCUGGG. The protein sequence of the target gene is MSEYIRVTEDENDEPIEIPSEDDGTVLLSTVTAQFPGACGLRYRNPVSQCMRGVRLVEGILHAPDAGWGNLVYVVNYPKDNKRKMDETDASSAVKVKRAVQKTSDLIVLGLPWKTTEQDLKDYFSTFGEVLMVQVKKDLKTGHSKGFGFVRFTEYETQVKVMSQRHMIDGRWCDCKLPNSKQSPDEPLRSRKVFVGRCTEDMTAEELQQFFCQYGEVVDVFIPKPFRAFAFVTFADDKVAQSLCGEDLIIKGISVHISNAEPKHNSNRQLERSGRFGGNPGGFGNQGGFGNSRGGGAGLG.... Result: 0 (no interaction). (2) The miRNA is hsa-miR-30c-1-3p with sequence CUGGGAGAGGGUUGUUUACUCC. The protein sequence of the target gene is MALLSEGLDEVPAACLSPCGPPNPTELFSESRRLALEELVAGGPEAFAAFLRRERLARFLNPDEVHAILRAAERPGEEGAAAAAAAEDSFGSSHDCSSGTYFPEQSDLEPPLLELGWPAFYQGAYRGATRVETHFQPRGAGEGGPYGCKDALRQQLRSAREVIAVVMDVFTDIDIFRDLQEICRKQGVAVYILLDQALLSQFLDMCMDLKVHPEQEKLMTVRTITGNIYYARSGTKIIGKVHEKFTLIDGIRVATGSYSFTWTDGKLNSSNLVILSGQVVEHFDLEFRILYAQSKPISPK.... Result: 0 (no interaction). (3) The miRNA is mmu-miR-149-5p with sequence UCUGGCUCCGUGUCUUCACUCCC. The protein sequence of the target gene is MDLKTAVFNAARDGKLRLLTKLLASKSKAEVSSLISEKTNGATPLLMAARYGHLDMVEFLLEQCSASIEVGGSVNFDGETIEGAPPLWAASAAGHLKVVQSLLNHGASVNNTTLTNSTPLRAACFDGHLEIVKYLVEHKADLEVSNRHGHTCLMISCYKGHKEIAQYLLEKGADVNRKSVKGNTALHDCAESGSLDIMKMLLMYCAKMEKDGYGMTPLLSASVTGHTNIVDFLTHHAQTSKTERINALELLGATFVDKKRDLLGALKYWKKAMNMRYSDRTNIISKPVPQTLIMAYDYAK.... Result: 1 (interaction). (4) The miRNA is mmu-miR-6984-3p with sequence UACUUUCUUUCCUGUCUUUCU. The protein sequence of the target gene is MISSVCVSSYRGRKSGNKPPSKTCLKEEMAKGEASEKIIINVGGTRHETYRSTLRTLPGTRLAWLADPDGGGRPESDGGGAGSSGSSGGGGGGGGCEFFFDRHPGVFAYVLNYYRTGKLHCPADVCGPLFEEELTFWGIDETDVEPCCWMTYRQHRDAEEALDIFESPDGGGGGAGPGDEAGDDERELALQRLGPHEGGSGPGAGSGGCRGWQPRMWALFEDPYSSRAARVVAFASLFFILVSITTFCLETHEAFNIDRNVTEIHRVGNITSVRFRREVETEPILTYIEGVCVMWFTLEF.... Result: 0 (no interaction). (5) The miRNA is hsa-miR-4664-5p with sequence UGGGGUGCCCACUCCGCAAGUU. The protein sequence of the target gene is MKLKKQVTVCGAAIFCVAVFSLYLMLDRVQHDPTRHQNGGNFPRSQISVLQNRIEQLEQLLEENHEIISHIKDSVLELTANAEGPPAMLPYYTVNGSWVVPPEPRPSFFSISPQDCQFALGGRGQKPELQMLTVSEELPFDNVDGGVWRQGFDISYDPHDWDAEDLQVFVVPHSHNDPGWIKTFDKYYTEQTQHILNSMVSKLQEDPRRRFLWAEVSFFAKWWDNINVQKRAAVRRLVGNGQLEIATGGWVMPDEANSHYFALIDQLIEGHQWLERNLGATPRSGWAVDPFGYSSTMPYL.... Result: 0 (no interaction). (6) Result: 0 (no interaction). The miRNA is rno-miR-133b-5p with sequence GCUGGUCAAACGGAACCAAGU. The protein sequence of the target gene is MSVCTLSVPVSSISPGRRCSTFGDAGILGCVSINSNTDEDDVVEGKMVAEGANKETKLPAKKKRKKGLRIKGKRRRKKLILAKKFSKDLGSGRPVADAPASLASGAPEQDEESLFEGNIEKQIYLPSTRAKTSIVWHFFHVDPQYTWRAICNLCEKSVSRGKPGSHLGTSTLQRHLQARHSPHWTRANKFGVTNGEEDFTLDLSLSPPSPGSNGSFEYIPTDSVDENRMGKKRDKSASDALRAKRGRFLIKSNIVKHALIPGTRAKTSAVWNFFYTDPQHISRAVCNICKRSVSRGRPGS.... (7) Result: 0 (no interaction). The miRNA is mmu-miR-883a-3p with sequence UAACUGCAACAGCUCUCAGUAU. The protein sequence of the target gene is MSRPGTATPALALVLLAVTLAGVGAQGAALEDPDYYGQEIWSREPYYARPEPELETFSPPLPAGPGEEWERRPQEPRPPKRATKPKKAPKREKSAPEPPPPGKHSNKKVMRTKSSEKAANDDHSVRVAREDVRESCPPLGLETLKITDFQLHASTVKRYGLGAHRGRLNIQAGINENDFYDGAWCAGRNDLQQWIEVDARRLTRFTGVITQGRNSLWLSDWVTSYKVMVSNDSHTWVTVKNGSGDMIFEGNSEKEIPVLNELPVPMVARYIRINPQSWFDNGSICMRMEILGCPLPDPNN....